Dataset: Catalyst prediction with 721,799 reactions and 888 catalyst types from USPTO. Task: Predict which catalyst facilitates the given reaction. (1) Reactant: [F:1][C:2]1[CH:3]=[C:4]([C:9]2[O:13][N:12]=[CH:11][C:10]=2[CH2:14][CH2:15][C:16](OC)=[O:17])[CH:5]=[CH:6][C:7]=1[F:8].[H-].C([Al+]CC(C)C)C(C)C.Cl. Product: [F:1][C:2]1[CH:3]=[C:4]([C:9]2[O:13][N:12]=[CH:11][C:10]=2[CH2:14][CH2:15][CH2:16][OH:17])[CH:5]=[CH:6][C:7]=1[F:8]. The catalyst class is: 7. (2) Reactant: Br[C:2]1[C:10]2[S:9][C:8]3[C:11]([Si:15]([CH3:18])([CH3:17])[CH3:16])=[CH:12][CH:13]=[CH:14][C:7]=3[C:6]=2[CH:5]=[CH:4][CH:3]=1.[NH3:19]. Product: [CH3:16][Si:15]([CH3:18])([CH3:17])[C:11]1[C:8]2[S:9][C:10]3[C:2]([NH2:19])=[CH:3][CH:4]=[CH:5][C:6]=3[C:7]=2[CH:14]=[CH:13][CH:12]=1. The catalyst class is: 11. (3) Reactant: C([O:5][C:6](=[O:32])[CH2:7][CH2:8][N:9]1[CH2:14][CH2:13][O:12][CH:11]([C:15]2[CH:20]=[CH:19][C:18]([O:21][CH2:22][C:23]3[C:28]([Cl:29])=[CH:27][CH:26]=[CH:25][C:24]=3[Cl:30])=[CH:17][C:16]=2[CH3:31])[CH2:10]1)(C)(C)C.[C:33]([OH:39])([C:35]([F:38])([F:37])[F:36])=[O:34]. Product: [F:36][C:35]([F:38])([F:37])[C:33]([OH:39])=[O:34].[Cl:29][C:28]1[CH:27]=[CH:26][CH:25]=[C:24]([Cl:30])[C:23]=1[CH2:22][O:21][C:18]1[CH:19]=[CH:20][C:15]([CH:11]2[O:12][CH2:13][CH2:14][N:9]([CH2:8][CH2:7][C:6]([OH:32])=[O:5])[CH2:10]2)=[C:16]([CH3:31])[CH:17]=1. The catalyst class is: 2. (4) Reactant: [N:1]1([CH2:7][C@@H:8]2[CH2:17][C:16]3[C:11](=[CH:12][CH:13]=[CH:14][CH:15]=3)[CH2:10][N:9]2[C:18]([C:20]2[C:21]([C:29]3[N:37]4[C:32]([CH2:33][C:34](=[O:38])[CH2:35][CH2:36]4)=[C:31]([C:39]([O:41][CH3:42])=[O:40])[CH:30]=3)=[CH:22][C:23]3[O:27][CH2:26][O:25][C:24]=3[CH:28]=2)=[O:19])[CH2:6][CH2:5][O:4][CH2:3][CH2:2]1.[BH4-].[Na+].Cl. Product: [OH:38][CH:34]1[CH2:33][C:32]2[N:37]([C:29]([C:21]3[C:20]([C:18]([N:9]4[C@H:8]([CH2:7][N:1]5[CH2:2][CH2:3][O:4][CH2:5][CH2:6]5)[CH2:17][C:16]5[C:11](=[CH:12][CH:13]=[CH:14][CH:15]=5)[CH2:10]4)=[O:19])=[CH:28][C:24]4[O:25][CH2:26][O:27][C:23]=4[CH:22]=3)=[CH:30][C:31]=2[C:39]([O:41][CH3:42])=[O:40])[CH2:36][CH2:35]1. The catalyst class is: 5. (5) Reactant: [CH3:1][C:2]1([CH3:28])[C:10]2=[CH:11][C:12]3[NH:13][C:14]4[C:19]([C:20]=3[CH:21]=[C:9]2[C:8]2[C:3]1=[CH:4][CH:5]=[CH:6][CH:7]=2)=[CH:18][C:17]([C:22]1[CH:27]=[CH:26][CH:25]=[CH:24][CH:23]=1)=[CH:16][CH:15]=4.[H-].[Na+].Cl[C:32]1[N:37]=[C:36]([C:38]2[CH:43]=[CH:42][CH:41]=[CH:40][CH:39]=2)[N:35]=[C:34]([C:44]2[CH:49]=[CH:48][CH:47]=[CH:46][CH:45]=2)[N:33]=1. Product: [C:44]1([C:34]2[N:35]=[C:36]([C:38]3[CH:39]=[CH:40][CH:41]=[CH:42][CH:43]=3)[N:37]=[C:32]([N:13]3[C:12]4[CH:11]=[C:10]5[C:2]([CH3:28])([CH3:1])[C:3]6[C:8]([C:9]5=[CH:21][C:20]=4[C:19]4[C:14]3=[CH:15][CH:16]=[C:17]([C:22]3[CH:27]=[CH:26][CH:25]=[CH:24][CH:23]=3)[CH:18]=4)=[CH:7][CH:6]=[CH:5][CH:4]=6)[N:33]=2)[CH:49]=[CH:48][CH:47]=[CH:46][CH:45]=1. The catalyst class is: 9.